This data is from Reaction yield outcomes from USPTO patents with 853,638 reactions. The task is: Predict the reaction yield, written as a fraction of the theoretical maximum amount of product (1.0 means a 100% yield; for example, 0.34 means a 34% yield). (1) The reactants are [Cl-].Cl[C:3]1[N:8]=[C:7]([C:9]2[S:13][C:12]([CH3:14])=[N:11][C:10]=2[C:15]2[CH:20]=[CH:19][CH:18]=[C:17]([N+:21]([O-:23])=[O:22])[CH:16]=2)[CH:6]=[CH:5][N:4]=1.Cl.[NH2:25][C:26]1[CH:31]=[CH:30][C:29]([O:32][CH2:33][CH2:34][N:35]([CH3:37])[CH3:36])=[C:28]([Cl:38])[CH:27]=1. The catalyst is CC(O)C. The product is [Cl:38][C:28]1[CH:27]=[C:26]([NH:25][C:3]2[N:8]=[C:7]([C:9]3[S:13][C:12]([CH3:14])=[N:11][C:10]=3[C:15]3[CH:20]=[CH:19][CH:18]=[C:17]([N+:21]([O-:23])=[O:22])[CH:16]=3)[CH:6]=[CH:5][N:4]=2)[CH:31]=[CH:30][C:29]=1[O:32][CH2:33][CH2:34][N:35]([CH3:36])[CH3:37]. The yield is 0.490. (2) The reactants are [Si]([O:8][CH2:9][CH2:10][O:11][C@:12]([C@@H:21]1[CH2:26][CH2:25][CH2:24][N:23]([C:27]([O:29][C:30]([CH3:33])([CH3:32])[CH3:31])=[O:28])[CH2:22]1)([C:14]1[CH:19]=[CH:18][CH:17]=[C:16]([Cl:20])[CH:15]=1)[CH3:13])(C(C)(C)C)(C)C.[F-].C([N+](CC)(CC)CC)C. The catalyst is CC#N. The product is [Cl:20][C:16]1[CH:15]=[C:14]([C@@:12]([C@@H:21]2[CH2:26][CH2:25][CH2:24][N:23]([C:27]([O:29][C:30]([CH3:33])([CH3:32])[CH3:31])=[O:28])[CH2:22]2)([O:11][CH2:10][CH2:9][OH:8])[CH3:13])[CH:19]=[CH:18][CH:17]=1. The yield is 0.350.